From a dataset of NCI-60 drug combinations with 297,098 pairs across 59 cell lines. Regression. Given two drug SMILES strings and cell line genomic features, predict the synergy score measuring deviation from expected non-interaction effect. (1) Drug 1: CC1C(C(CC(O1)OC2CC(CC3=C2C(=C4C(=C3O)C(=O)C5=C(C4=O)C(=CC=C5)OC)O)(C(=O)C)O)N)O.Cl. Drug 2: CS(=O)(=O)OCCCCOS(=O)(=O)C. Cell line: SK-MEL-2. Synergy scores: CSS=10.7, Synergy_ZIP=-3.07, Synergy_Bliss=-0.187, Synergy_Loewe=-12.9, Synergy_HSA=-3.98. (2) Drug 1: CC(C)CN1C=NC2=C1C3=CC=CC=C3N=C2N. Drug 2: CC1C(C(CC(O1)OC2CC(CC3=C2C(=C4C(=C3O)C(=O)C5=CC=CC=C5C4=O)O)(C(=O)C)O)N)O. Cell line: ACHN. Synergy scores: CSS=50.7, Synergy_ZIP=-1.88, Synergy_Bliss=-2.87, Synergy_Loewe=-19.3, Synergy_HSA=-0.914. (3) Drug 1: CC12CCC3C(C1CCC2OP(=O)(O)O)CCC4=C3C=CC(=C4)OC(=O)N(CCCl)CCCl.[Na+]. Drug 2: CC1C(C(CC(O1)OC2CC(CC3=C2C(=C4C(=C3O)C(=O)C5=C(C4=O)C(=CC=C5)OC)O)(C(=O)CO)O)N)O.Cl. Cell line: T-47D. Synergy scores: CSS=52.3, Synergy_ZIP=8.69, Synergy_Bliss=8.64, Synergy_Loewe=-4.16, Synergy_HSA=9.21. (4) Drug 1: CCCCC(=O)OCC(=O)C1(CC(C2=C(C1)C(=C3C(=C2O)C(=O)C4=C(C3=O)C=CC=C4OC)O)OC5CC(C(C(O5)C)O)NC(=O)C(F)(F)F)O. Drug 2: C1CC(=O)NC(=O)C1N2C(=O)C3=CC=CC=C3C2=O. Cell line: DU-145. Synergy scores: CSS=68.5, Synergy_ZIP=5.13, Synergy_Bliss=5.68, Synergy_Loewe=-14.9, Synergy_HSA=4.60. (5) Synergy scores: CSS=0.415, Synergy_ZIP=-2.59, Synergy_Bliss=-2.91, Synergy_Loewe=-8.17, Synergy_HSA=-3.56. Drug 2: CN(C(=O)NC(C=O)C(C(C(CO)O)O)O)N=O. Drug 1: CNC(=O)C1=CC=CC=C1SC2=CC3=C(C=C2)C(=NN3)C=CC4=CC=CC=N4. Cell line: CAKI-1. (6) Drug 1: CN(C)N=NC1=C(NC=N1)C(=O)N. Drug 2: C1=NC2=C(N1)C(=S)N=C(N2)N. Cell line: UO-31. Synergy scores: CSS=29.2, Synergy_ZIP=-6.47, Synergy_Bliss=-6.02, Synergy_Loewe=-12.0, Synergy_HSA=-1.44.